Predict which catalyst facilitates the given reaction. From a dataset of Catalyst prediction with 721,799 reactions and 888 catalyst types from USPTO. The catalyst class is: 428. Reactant: [CH3:1][C:2]1[O:6][N:5]=[C:4]([NH:7][C:8]2[C:13]([CH2:14][OH:15])=[CH:12][CH:11]=[CH:10][N:9]=2)[CH:3]=1. Product: [CH3:1][C:2]1[O:6][N:5]=[C:4]([NH:7][C:8]2[N:9]=[CH:10][CH:11]=[CH:12][C:13]=2[CH:14]=[O:15])[CH:3]=1.